Dataset: Reaction yield outcomes from USPTO patents with 853,638 reactions. Task: Predict the reaction yield, written as a fraction of the theoretical maximum amount of product (1.0 means a 100% yield; for example, 0.34 means a 34% yield). The reactants are [Br:1][C:2]1[CH:6]=[CH:5][S:4][CH:3]=1.BrC[CH:9]([O:13][CH2:14][CH3:15])[O:10][CH2:11][CH3:12].C(=O)([O-])[O-].[K+].[K+].[CH3:22][C:23]([CH3:25])=O. The catalyst is O. The product is [Br:1][C:2]1[CH:6]=[C:5]([S:4][CH2:3][CH:9]([O:13][CH2:14][CH3:15])[O:10][CH2:11][CH3:12])[CH:22]=[CH:23][CH:25]=1. The yield is 0.840.